This data is from Forward reaction prediction with 1.9M reactions from USPTO patents (1976-2016). The task is: Predict the product of the given reaction. (1) Given the reactants [Cl:1][C:2]1[CH:7]=[CH:6][C:5]([C:8]2([NH:11][C:12]3[N:17]=[C:16]([O:18][CH2:19][C:20]([F:23])([F:22])[F:21])[N:15]=[C:14]([NH:24][C:25]4[CH:33]=[CH:32][C:28]([C:29](O)=[O:30])=[CH:27][CH:26]=4)[N:13]=3)[CH2:10][CH2:9]2)=[CH:4][CH:3]=1.F[B-](F)(F)F.N1(OC(N(C)C)=[N+](C)C)C2C=CC=CC=2N=N1.Cl.[NH2:57][C@@H:58]([CH2:63][NH:64][C:65]([O:67][C:68]([CH3:71])([CH3:70])[CH3:69])=[O:66])[C:59]([O:61][CH3:62])=[O:60].CCN(C(C)C)C(C)C, predict the reaction product. The product is: [C:68]([O:67][C:65]([NH:64][CH2:63][C@H:58]([NH:57][C:29](=[O:30])[C:28]1[CH:27]=[CH:26][C:25]([NH:24][C:14]2[N:13]=[C:12]([NH:11][C:8]3([C:5]4[CH:6]=[CH:7][C:2]([Cl:1])=[CH:3][CH:4]=4)[CH2:9][CH2:10]3)[N:17]=[C:16]([O:18][CH2:19][C:20]([F:23])([F:21])[F:22])[N:15]=2)=[CH:33][CH:32]=1)[C:59]([O:61][CH3:62])=[O:60])=[O:66])([CH3:71])([CH3:70])[CH3:69]. (2) Given the reactants Cl[C:2]1[N:6]([CH3:7])[N:5]=[CH:4][C:3]=1[N+:8]([O-:10])=[O:9].[CH3:11][NH:12][CH2:13][CH2:14][OH:15], predict the reaction product. The product is: [CH3:11][N:12]([C:2]1[N:6]([CH3:7])[N:5]=[CH:4][C:3]=1[N+:8]([O-:10])=[O:9])[CH2:13][CH2:14][OH:15]. (3) Given the reactants [OH-].[Na+].C[O:4][C:5](=[O:17])[C:6]1[CH:11]=[CH:10][C:9]([CH2:12][CH2:13][C:14]#[N:15])=[N:8][C:7]=1[NH2:16].Cl, predict the reaction product. The product is: [NH2:16][C:7]1[N:8]=[C:9]([CH2:12][CH2:13][C:14]#[N:15])[CH:10]=[CH:11][C:6]=1[C:5]([OH:17])=[O:4]. (4) Given the reactants [F:1][C:2]1[CH:7]=[C:6]([N+:8]([O-:10])=[O:9])[CH:5]=[CH:4][C:3]=1[OH:11].Br[CH2:13][CH2:14][O:15][CH3:16].C([O-])([O-])=O.[K+].[K+].C(Cl)Cl.CO, predict the reaction product. The product is: [F:1][C:2]1[CH:7]=[C:6]([N+:8]([O-:10])=[O:9])[CH:5]=[CH:4][C:3]=1[O:11][CH2:13][CH2:14][O:15][CH3:16]. (5) Given the reactants CCN(C(C)C)C(C)C.[OH:10][CH:11]([CH:15]([NH:23][C:24](=[O:42])[C:25]1[CH:30]=[CH:29][CH:28]=[N:27][C:26]=1[C:31]1[N:32]=[C:33]([C:36]2[CH:41]=[CH:40][CH:39]=[CH:38][CH:37]=2)[S:34][CH:35]=1)[CH2:16][C:17]1[CH:22]=[CH:21][CH:20]=[CH:19][CH:18]=1)[C:12](O)=[O:13].Cl.[CH3:44][O:45][NH2:46].F[P-](F)(F)(F)(F)F.N1(OC(N(C)C)=[N+](C)C)C2N=CC=CC=2N=N1, predict the reaction product. The product is: [OH:10][CH:11]([C:12]([NH:46][O:45][CH3:44])=[O:13])[CH:15]([NH:23][C:24](=[O:42])[C:25]1[CH:30]=[CH:29][CH:28]=[N:27][C:26]=1[C:31]1[N:32]=[C:33]([C:36]2[CH:37]=[CH:38][CH:39]=[CH:40][CH:41]=2)[S:34][CH:35]=1)[CH2:16][C:17]1[CH:18]=[CH:19][CH:20]=[CH:21][CH:22]=1. (6) Given the reactants [N:1]1[CH:6]=[CH:5][C:4]([C:7]2[N:11]3[CH2:12][CH2:13][NH:14][CH2:15][C:10]3=[N:9][N:8]=2)=[CH:3][CH:2]=1.C(N(CC)CC)C.[Cl:23][C:24]1[C:32]([C:33]([F:36])([F:35])[F:34])=[CH:31][CH:30]=[CH:29][C:25]=1[C:26](Cl)=[O:27], predict the reaction product. The product is: [Cl:23][C:24]1[C:32]([C:33]([F:35])([F:36])[F:34])=[CH:31][CH:30]=[CH:29][C:25]=1[C:26]([N:14]1[CH2:13][CH2:12][N:11]2[C:7]([C:4]3[CH:3]=[CH:2][N:1]=[CH:6][CH:5]=3)=[N:8][N:9]=[C:10]2[CH2:15]1)=[O:27].